This data is from Catalyst prediction with 721,799 reactions and 888 catalyst types from USPTO. The task is: Predict which catalyst facilitates the given reaction. Reactant: [C:1]([C:5]1[CH:10]=[C:9]([CH:11]([N+:22]#[C-:23])S(C2C=CC(C)=CC=2)(=O)=O)[CH:8]=[C:7]([C:24]([CH3:27])([CH3:26])[CH3:25])[CH:6]=1)([CH3:4])([CH3:3])[CH3:2].[CH:28]1([CH2:34][CH:35]=[O:36])[CH2:33][CH2:32][CH2:31][CH2:30][CH2:29]1.C([O-])([O-])=O.[K+].[K+].O. Product: [CH:28]1([CH2:34][C:35]2[O:36][CH:23]=[N:22][C:11]=2[C:9]2[CH:8]=[C:7]([C:24]([CH3:27])([CH3:25])[CH3:26])[CH:6]=[C:5]([C:1]([CH3:4])([CH3:3])[CH3:2])[CH:10]=2)[CH2:33][CH2:32][CH2:31][CH2:30][CH2:29]1. The catalyst class is: 3.